Dataset: Experimentally validated miRNA-target interactions with 360,000+ pairs, plus equal number of negative samples. Task: Binary Classification. Given a miRNA mature sequence and a target amino acid sequence, predict their likelihood of interaction. (1) The miRNA is hsa-miR-379-3p with sequence UAUGUAACAUGGUCCACUAACU. Result: 0 (no interaction). The protein sequence of the target gene is MTPSEGARAGTGRELEMLDSLLALGGLVLLRDSVEWEGRSLLKALVKKSALCGEQVHILGCEVSEEEFREGFDSDINNRLVYHDFFRDPLNWSKTEEAFPGGPLGALRAMCKRTDPVPVTIALDSLSWLLLRLPCTTLCQVLHAVSHQDSCPGDSSSVGKVSVLGLLHEELHGPGPVGALSSLAQTEVTLGGTMGQASAHILCRRPRQRPTDQTQWFSILPDFSLDLQEGPSVESQPYSDPHIPPVDPTTHLTFNLHLSKKEREARDSLILPFQFSSEKQQALLRPRPGQATSHIFYEPD.... (2) The miRNA is hsa-miR-8071 with sequence CGGUGGACUGGAGUGGGUGG. The protein sequence of the target gene is MEPQVTLNVTFKNEIQSFLVSDPENTTWADIEAMVKVSFDLNTIQIKYLDEENEEVSINSQGEYEEALKMAVKQGNQLQMQVHEGHHVVDEAPPPVVGAKRLAARAGKKPLAHYSSLVRVLGSDMKTPEDPAVQSFPLVPCDTDQPQDKPPDWFTSYLETFREQVVNETVEKLEQKLHEKLVLQNPSLGSCPSEVSMPTSEETLFLPENQFSWHIACNNCQRRIVGVRYQCSLCPSYNICEDCEAGPYGHDTNHVLLKLRRPVVGSSEPFCHSKYSTPRLPAALEQVRLQKQVDKNFLKA.... Result: 0 (no interaction). (3) The miRNA is hsa-miR-1538 with sequence CGGCCCGGGCUGCUGCUGUUCCU. The protein sequence of the target gene is MALHFQSLAELEVLCTHLYIGTDLTQRIEAEKALLELIDSPECLSKCQLLLEQGTTSYAQLLAATCLSKLVSRVSPLPVEQRMDIRNYILNYVASQPKLAPFVIQALIQVIAKITKLGWFEVQKDQFVFREIIADVKKFLQGTVEHCIIGVIILSELTQEMNLVDYSRPSAKHRKIATSFRDTSLKDVLVLACSLLKEVFAKPLNLQDQCQQNLVMQVLKLVLNCLNFDFIGSSADESADDLCTVQIPTTWRTIFLEPETLDLFFNLYHSLPPLLSQLALSCLVQFASTRRSLFNSPERA.... Result: 0 (no interaction). (4) The miRNA is hsa-miR-6768-5p with sequence CACACAGGAAAAGCGGGGCCCUG. The protein sequence of the target gene is MAAQCVRLARRSLPALALSLRPSPRLLCTATKQKNSGQNLEEDMGQSEQKADPPATEKTLLEEKVKLEEQLKETVEKYKRALADTENLRQRSQKLVEEAKLYGIQAFCKDLLEVADVLEKATQCVPKEEIKDDNPHLKNLYEGLVMTEVQIQKVFTKHGLLKLNPVGAKFDPYEHEALFHTPVEGKEPGTVALVSKVGYKLHGRTLRPALVGVVKEA. Result: 0 (no interaction).